This data is from Catalyst prediction with 721,799 reactions and 888 catalyst types from USPTO. The task is: Predict which catalyst facilitates the given reaction. (1) Product: [Cl:1][C:2]1[N:7]=[C:6]([NH:17][C@H:15]([C:9]2[CH:14]=[CH:13][CH:12]=[CH:11][CH:10]=2)[CH3:16])[CH:5]=[CH:4][N:3]=1. Reactant: [Cl:1][C:2]1[N:7]=[C:6](Cl)[CH:5]=[CH:4][N:3]=1.[C:9]1([C@@H:15]([NH2:17])[CH3:16])[CH:14]=[CH:13][CH:12]=[CH:11][CH:10]=1.C(N(C(C)C)CC)(C)C. The catalyst class is: 3. (2) Reactant: [Cl:1][C:2]1[CH:7]=[CH:6][C:5](I)=[CH:4][N:3]=1.C(=O)([O-])[O-].[K+].[K+].[NH:15]1[CH2:19][CH2:18][CH2:17][C:16]1=[O:20].CNCCNC. Product: [Cl:1][C:2]1[N:3]=[CH:4][C:5]([N:15]2[CH2:19][CH2:18][CH2:17][C:16]2=[O:20])=[CH:6][CH:7]=1. The catalyst class is: 185. (3) Reactant: [C:1]1([S:7]([N:10]2[C:18]3[C:13](=[CH:14][C:15]([Cl:19])=[CH:16][CH:17]=3)[CH:12]=[C:11]2[S:20](Cl)(=[O:22])=[O:21])(=[O:9])=[O:8])[CH:6]=[CH:5][CH:4]=[CH:3][CH:2]=1.[NH:24]1[CH2:34][CH2:33][CH:27]([C:28]([O:30][CH2:31][CH3:32])=[O:29])[CH2:26][CH2:25]1.C(N(CC)C(C)C)(C)C. Product: [CH2:31]([O:30][C:28]([CH:27]1[CH2:33][CH2:34][N:24]([S:20]([C:11]2[N:10]([S:7]([C:1]3[CH:6]=[CH:5][CH:4]=[CH:3][CH:2]=3)(=[O:9])=[O:8])[C:18]3[C:13]([CH:12]=2)=[CH:14][C:15]([Cl:19])=[CH:16][CH:17]=3)(=[O:22])=[O:21])[CH2:25][CH2:26]1)=[O:29])[CH3:32]. The catalyst class is: 4. (4) Reactant: [Br:1][C:2]1[CH:7]=[CH:6][C:5]([C:8]2[S:12][C:11]([C:13]([OH:15])=O)=[N:10][C:9]=2[C:16]2[CH:21]=[CH:20][C:19]([Cl:22])=[CH:18][C:17]=2[Cl:23])=[CH:4][CH:3]=1.C(N(C(C)C)CC)(C)C.[CH:33]1[CH:38]=[N:37][C:36]2N(O)N=N[C:35]=2[CH:34]=1.F[P-](F)(F)(F)(F)F.ClC1N(C)CC[NH+]1C.C(N)CCCC. Product: [Br:1][C:2]1[CH:7]=[CH:6][C:5]([C:8]2[S:12][C:11]([C:13]([NH:37][CH2:36][CH2:35][CH2:34][CH2:33][CH3:38])=[O:15])=[N:10][C:9]=2[C:16]2[CH:21]=[CH:20][C:19]([Cl:22])=[CH:18][C:17]=2[Cl:23])=[CH:4][CH:3]=1. The catalyst class is: 4. (5) Reactant: [CH2:1]([C:3]([CH2:8][OH:9])([CH2:6][CH3:7])[CH2:4][OH:5])[CH3:2].[CH2:10]([O:17][C:18]([NH:20][C@H:21]([C:25](O)=[O:26])[CH:22]([CH3:24])[CH3:23])=[O:19])[C:11]1[CH:16]=[CH:15][CH:14]=[CH:13][CH:12]=1.C1(N=C=NC2CCCCC2)CCCCC1. Product: [CH2:10]([O:17][C:18]([NH:20][C@H:21]([C:25]([O:5][CH2:4][C:3]([CH2:6][CH3:7])([CH2:1][CH3:2])[CH2:8][OH:9])=[O:26])[CH:22]([CH3:24])[CH3:23])=[O:19])[C:11]1[CH:16]=[CH:15][CH:14]=[CH:13][CH:12]=1. The catalyst class is: 119.